This data is from Full USPTO retrosynthesis dataset with 1.9M reactions from patents (1976-2016). The task is: Predict the reactants needed to synthesize the given product. (1) Given the product [C:24]1([CH2:23][CH2:22][C@@H:21]([OH:30])[CH2:3][CH:2]=[CH2:1])[CH:29]=[CH:28][CH:27]=[CH:26][CH:25]=1, predict the reactants needed to synthesize it. The reactants are: [CH2:1]([Si]1(OC(C)C)N(C)[C@@H](C)[C@H](C2C=CC=CC=2)O1)[CH:2]=[CH2:3].[CH:21](=[O:30])[CH2:22][CH2:23][C:24]1[CH:29]=[CH:28][CH:27]=[CH:26][CH:25]=1.Cl.CCOC(C)=O. (2) Given the product [CH2:1]([O:3][P:4]([CH2:9][CH2:10][N:11]([CH:37]=[O:38])[CH2:12][C:13]([CH3:36])=[CH:14][CH2:15][C:16]1[C:17]([O:29][CH2:30][CH2:31][Si:32]([CH3:33])([CH3:34])[CH3:35])=[C:18]2[C:22](=[C:23]([CH3:27])[C:24]=1[O:25][CH3:26])[CH2:21][O:20][C:19]2=[O:28])(=[O:8])[O:5][CH2:6][CH3:7])[CH3:2], predict the reactants needed to synthesize it. The reactants are: [CH2:1]([O:3][P:4]([CH2:9][CH2:10][NH:11][CH2:12][C:13]([CH3:36])=[CH:14][CH2:15][C:16]1[C:17]([O:29][CH2:30][CH2:31][Si:32]([CH3:35])([CH3:34])[CH3:33])=[C:18]2[C:22](=[C:23]([CH3:27])[C:24]=1[O:25][CH3:26])[CH2:21][O:20][C:19]2=[O:28])(=[O:8])[O:5][CH2:6][CH3:7])[CH3:2].[CH:37](OC=O)=[O:38]. (3) Given the product [CH3:1][NH:8][CH:9]1[CH2:24][C@@H:12]2[CH2:13][N:14]([C:17]([O:19][C:20]([CH3:22])([CH3:21])[CH3:23])=[O:18])[CH2:15][CH2:16][C@@H:11]2[CH2:10]1, predict the reactants needed to synthesize it. The reactants are: [CH2:1]([N:8](C)[CH:9]1[CH2:24][C@@H:12]2[CH2:13][N:14]([C:17]([O:19][C:20]([CH3:23])([CH3:22])[CH3:21])=[O:18])[CH2:15][CH2:16][C@@H:11]2[CH2:10]1)C1C=CC=CC=1.